Dataset: Catalyst prediction with 721,799 reactions and 888 catalyst types from USPTO. Task: Predict which catalyst facilitates the given reaction. (1) Product: [CH3:1][C:2]1[C:10]2[C:9](=[O:11])[N:8]([CH2:23][CH2:24][N:25]3[CH2:29][CH2:28][CH2:27][C:26]3=[O:30])[CH:7]=[N:6][C:5]=2[S:4][C:3]=1[C:12]([O:14][CH3:15])=[O:13]. The catalyst class is: 3. Reactant: [CH3:1][C:2]1[C:10]2[C:9](=[O:11])[NH:8][CH:7]=[N:6][C:5]=2[S:4][C:3]=1[C:12]([O:14][CH3:15])=[O:13].[H-].[Na+].CS(O[CH2:23][CH2:24][N:25]1[CH2:29][CH2:28][CH2:27][C:26]1=[O:30])(=O)=O. (2) Reactant: [Cl:1][CH2:2][CH2:3][N:4]1[CH2:8][CH2:7][CH2:6][CH2:5]1.[OH-].[Na+].[CH:11]1([O:14][C:15]2[CH:20]=[CH:19][C:18]([C:21]3[S:39][C:24]4[C:25](=[O:38])[N:26]([C:29]5[CH:34]=[CH:33][C:32]([OH:35])=[C:31]([O:36][CH3:37])[CH:30]=5)[CH2:27][CH2:28][C:23]=4[CH:22]=3)=[CH:17][CH:16]=2)[CH2:13][CH2:12]1.C1(O)C=CC=CC=1.[Cl-]. Product: [ClH:1].[CH:11]1([O:14][C:15]2[CH:16]=[CH:17][C:18]([C:21]3[S:39][C:24]4[C:25](=[O:38])[N:26]([C:29]5[CH:34]=[CH:33][C:32]([O:35][CH2:2][CH2:3][N:4]6[CH2:8][CH2:7][CH2:6][CH2:5]6)=[C:31]([O:36][CH3:37])[CH:30]=5)[CH2:27][CH2:28][C:23]=4[CH:22]=3)=[CH:19][CH:20]=2)[CH2:12][CH2:13]1. The catalyst class is: 85. (3) Reactant: O[CH:2]=[C:3]1[C:11]2[C:6](=[CH:7][C:8]([C:12]([C:14]3[CH:19]=[CH:18][C:17]([NH:20][C:21]([C:23]4[S:24][CH:25]=[CH:26][CH:27]=4)=[O:22])=[CH:16][CH:15]=3)=[O:13])=[CH:9][CH:10]=2)[NH:5][C:4]1=[O:28].[NH2:29][C:30]1[CH:31]=[CH:32][C:33]([O:37][CH3:38])=[C:34]([OH:36])[CH:35]=1. Product: [OH:36][C:34]1[CH:35]=[C:30]([NH:29][CH:2]=[C:3]2[C:11]3[C:6](=[CH:7][C:8]([C:12]([C:14]4[CH:19]=[CH:18][C:17]([NH:20][C:21]([C:23]5[S:24][CH:25]=[CH:26][CH:27]=5)=[O:22])=[CH:16][CH:15]=4)=[O:13])=[CH:9][CH:10]=3)[NH:5][C:4]2=[O:28])[CH:31]=[CH:32][C:33]=1[O:37][CH3:38]. The catalyst class is: 1. (4) Reactant: C(OC(=O)[NH:10][CH:11]1[CH2:16][CH2:15][N:14]([CH2:17][C:18]2[C:26]([CH3:27])=[CH:25][C:24]([CH3:28])=[C:23]3[C:19]=2[CH:20]=[CH:21][N:22]3S(C2C=CC(C)=CC=2)(=O)=O)[CH:13]([C:39]2[CH:44]=[CH:43][CH:42]=[CH:41][CH:40]=2)[CH2:12]1)C1C=CC=CC=1.[OH-].[K+].O. Product: [CH3:27][C:26]1[C:18]([CH2:17][N:14]2[CH2:15][CH2:16][CH:11]([NH2:10])[CH2:12][CH:13]2[C:39]2[CH:40]=[CH:41][CH:42]=[CH:43][CH:44]=2)=[C:19]2[C:23](=[C:24]([CH3:28])[CH:25]=1)[NH:22][CH:21]=[CH:20]2. The catalyst class is: 271.